From a dataset of Experimentally validated miRNA-target interactions with 360,000+ pairs, plus equal number of negative samples. Binary Classification. Given a miRNA mature sequence and a target amino acid sequence, predict their likelihood of interaction. The miRNA is hsa-miR-6811-3p with sequence AGCCUGUGCUUGUCCCUGCAG. The protein sequence of the target gene is MMLGPEGGEGFVVKLRGLPWSCSVEDVQNFLSDCTIHDGAAGVHFIYTREGRQSGEAFVELGSEDDVKMALKKDRESMGHRYIEVFKSHRTEMDWVLKHSGPNSADSANDGFVRLRGLPFGCTKEEIVQFFSGLEIVPNGITLPVDPEGKITGEAFVQFASQELAEKALGKHKERIGHRYIEVFKSSQEEVRSYSDPPLKFMSVQRPGPYDRPGTARRYIGIVKQAGLERMRPGAYSTGYGGYEEYSGLSDGYGFTTDLFGRDLSYCLSGMYDHRYGDSEFTVQSTTGHCVHMRGLPYKA.... Result: 1 (interaction).